This data is from Reaction yield outcomes from USPTO patents with 853,638 reactions. The task is: Predict the reaction yield, written as a fraction of the theoretical maximum amount of product (1.0 means a 100% yield; for example, 0.34 means a 34% yield). (1) The reactants are [Cl:1][C:2]1[CH:7]=[CH:6][C:5]([S:8][CH2:9][C:10]2[CH:18]=[CH:17][CH:16]=[CH:15][C:11]=2[C:12](O)=[O:13])=[C:4]([NH:19][S:20]([C:23]2[CH:28]=[CH:27][C:26]([Cl:29])=[C:25]([C:30]([F:33])([F:32])[F:31])[CH:24]=2)(=[O:22])=[O:21])[CH:3]=1.C1C=CC2N(O)N=[N:40]C=2C=1.C(Cl)CCl.N.O. The catalyst is CN(C=O)C.O. The product is [Cl:1][C:2]1[CH:7]=[CH:6][C:5]([S:8][CH2:9][C:10]2[CH:18]=[CH:17][CH:16]=[CH:15][C:11]=2[C:12]([NH2:40])=[O:13])=[C:4]([NH:19][S:20]([C:23]2[CH:28]=[CH:27][C:26]([Cl:29])=[C:25]([C:30]([F:33])([F:32])[F:31])[CH:24]=2)(=[O:22])=[O:21])[CH:3]=1. The yield is 0.450. (2) The reactants are [C:1]([C:4]1[CH:25]=[CH:24][C:7]2[NH:8][C:9](=[C:11]([C:14]3[N:19]=[C:18]([C:20]([F:23])([F:22])[F:21])[CH:17]=[CH:16][N:15]=3)[C:12]#[N:13])[NH:10][C:6]=2[CH:5]=1)([OH:3])=[O:2].[OH2:26]. The catalyst is S(=O)(=O)(O)O. The product is [C:1]([C:4]1[CH:25]=[CH:24][C:7]2[NH:8][C:9](=[C:11]([C:14]3[N:19]=[C:18]([C:20]([F:23])([F:21])[F:22])[CH:17]=[CH:16][N:15]=3)[C:12]([NH2:13])=[O:26])[NH:10][C:6]=2[CH:5]=1)([OH:3])=[O:2]. The yield is 0.680.